This data is from Forward reaction prediction with 1.9M reactions from USPTO patents (1976-2016). The task is: Predict the product of the given reaction. Given the reactants C([O:8][C:9]1[C:14]([CH:15]([NH:17][C:18]2[CH:23]=[CH:22][CH:21]=[CH:20][C:19]=2[O:24][CH3:25])[CH3:16])=[CH:13][CH:12]=[CH:11][C:10]=1[C:26]1[CH:31]=[CH:30][CH:29]=[CH:28][CH:27]=1)C1C=CC=CC=1, predict the reaction product. The product is: [CH3:25][O:24][C:19]1[CH:20]=[CH:21][CH:22]=[CH:23][C:18]=1[NH:17][CH:15]([C:14]1[CH:13]=[CH:12][CH:11]=[C:10]([C:26]2[CH:31]=[CH:30][CH:29]=[CH:28][CH:27]=2)[C:9]=1[OH:8])[CH3:16].